This data is from Full USPTO retrosynthesis dataset with 1.9M reactions from patents (1976-2016). The task is: Predict the reactants needed to synthesize the given product. (1) Given the product [Cl:15][C:4]1[CH:3]=[C:2]([C:17]([CH3:21])=[CH2:16])[CH:14]=[CH:13][C:5]=1[C:6]([O:8][C:9]([CH3:12])([CH3:11])[CH3:10])=[O:7], predict the reactants needed to synthesize it. The reactants are: Br[C:2]1[CH:14]=[CH:13][C:5]([C:6]([O:8][C:9]([CH3:12])([CH3:11])[CH3:10])=[O:7])=[C:4]([Cl:15])[CH:3]=1.[CH3:16][C:17]1(C)[C:21](C)(C)OB(C(C)=C)O1.C(=O)([O-])[O-].[Na+].[Na+]. (2) Given the product [CH2:9]([N:3]1[CH2:4][C@@H:5]([CH3:8])[NH:6][CH2:7][C@@H:2]1[CH3:1])[C:10]1[CH:15]=[CH:14][CH:13]=[CH:12][CH:11]=1, predict the reactants needed to synthesize it. The reactants are: [CH3:1][C@H:2]1[CH2:7][NH:6][C@H:5]([CH3:8])[CH2:4][NH:3]1.[CH2:9](Br)[C:10]1[CH:15]=[CH:14][CH:13]=[CH:12][CH:11]=1. (3) Given the product [Br:1][C:2]1[CH:3]=[C:4]2[C:10]([CH:11]=[O:12])=[N:9][N:8]([C:13]([C:20]3[CH:25]=[CH:24][CH:23]=[CH:22][CH:21]=3)([C:14]3[CH:15]=[CH:16][CH:17]=[CH:18][CH:19]=3)[C:26]3[CH:31]=[CH:30][CH:29]=[CH:28][CH:27]=3)[C:5]2=[N:6][CH:7]=1, predict the reactants needed to synthesize it. The reactants are: [Br:1][C:2]1[CH:3]=[C:4]2[C:10]([CH2:11][OH:12])=[N:9][N:8]([C:13]([C:26]3[CH:31]=[CH:30][CH:29]=[CH:28][CH:27]=3)([C:20]3[CH:25]=[CH:24][CH:23]=[CH:22][CH:21]=3)[C:14]3[CH:19]=[CH:18][CH:17]=[CH:16][CH:15]=3)[C:5]2=[N:6][CH:7]=1.[K+].[Br-].[O-]Cl.[Na+].[O-]S([O-])(=S)=O.[Na+].[Na+].